From a dataset of Reaction yield outcomes from USPTO patents with 853,638 reactions. Predict the reaction yield, written as a fraction of the theoretical maximum amount of product (1.0 means a 100% yield; for example, 0.34 means a 34% yield). (1) The reactants are [Br:1][C:2]1[CH:3]=[CH:4][C:5]2[NH:6][C:7]3[C:12]([S:13][C:14]=2[CH:15]=1)=[CH:11][C:10]([Br:16])=[CH:9][CH:8]=3.[CH3:17][C:18]([O:21][C:22](O[C:22]([O:21][C:18]([CH3:20])([CH3:19])[CH3:17])=[O:23])=[O:23])([CH3:20])[CH3:19]. The catalyst is CN(C1C=CN=CC=1)C.CC#N. The product is [Br:1][C:2]1[CH:3]=[CH:4][C:5]2[N:6]([C:22]([O:21][C:18]([CH3:20])([CH3:19])[CH3:17])=[O:23])[C:7]3[C:12]([S:13][C:14]=2[CH:15]=1)=[CH:11][C:10]([Br:16])=[CH:9][CH:8]=3. The yield is 1.00. (2) The reactants are [N:1]12[CH2:8][CH2:7][CH:4]([CH2:5][CH2:6]1)[C@@H:3]([OH:9])[CH2:2]2.C(=NC1CCCCC1)=NC1CCCCC1.N1(O)C2C=CC=CC=2N=N1.[CH2:35]([O:42][C:43]([NH:45][C@H:46]([C:50]1[CH:55]=[CH:54][CH:53]=[CH:52][CH:51]=1)[C:47](O)=[O:48])=[O:44])[C:36]1[CH:41]=[CH:40][CH:39]=[CH:38][CH:37]=1. The catalyst is C1COCC1. The product is [CH2:35]([O:42][C:43]([NH:45][C@H:46]([C:50]1[CH:55]=[CH:54][CH:53]=[CH:52][CH:51]=1)[C:47]([O:9][C@@H:3]1[CH:4]2[CH2:7][CH2:8][N:1]([CH2:6][CH2:5]2)[CH2:2]1)=[O:48])=[O:44])[C:36]1[CH:37]=[CH:38][CH:39]=[CH:40][CH:41]=1. The yield is 0.114. (3) The reactants are [NH2:1][CH2:2][C:3]1[C:4]([CH2:20][C:21]([CH3:24])([CH3:23])[CH3:22])=[N:5][C:6]([CH3:19])=[C:7]([C:11]=1[C:12]1[CH:17]=[CH:16][C:15]([CH3:18])=[CH:14][CH:13]=1)[C:8]([OH:10])=[O:9].O.[C:26]([OH:33])(=[O:32])/[CH:27]=[CH:28]\[C:29]([OH:31])=[O:30]. The catalyst is C(#N)C. The product is [C:26]([OH:33])(=[O:32])/[CH:27]=[CH:28]\[C:29]([OH:31])=[O:30].[NH2:1][CH2:2][C:3]1[C:4]([CH2:20][C:21]([CH3:24])([CH3:23])[CH3:22])=[N:5][C:6]([CH3:19])=[C:7]([C:11]=1[C:12]1[CH:17]=[CH:16][C:15]([CH3:18])=[CH:14][CH:13]=1)[C:8]([OH:10])=[O:9]. The yield is 0.600.